From a dataset of Full USPTO retrosynthesis dataset with 1.9M reactions from patents (1976-2016). Predict the reactants needed to synthesize the given product. (1) Given the product [OH:27][C@H:25]1[CH2:26][CH2:22][CH2:23][C@@H:24]1[NH:28][C:18]([C:14]1[S:13][C:12](/[CH:11]=[CH:10]/[C:9]2[C:5]([CH2:1][CH2:2][CH2:3][CH3:4])=[N:6][O:7][C:8]=2[CH3:21])=[N:16][C:15]=1[CH3:17])=[O:20], predict the reactants needed to synthesize it. The reactants are: [CH2:1]([C:5]1[C:9](/[CH:10]=[CH:11]/[C:12]2[S:13][C:14]([C:18]([OH:20])=O)=[C:15]([CH3:17])[N:16]=2)=[C:8]([CH3:21])[O:7][N:6]=1)[CH2:2][CH2:3][CH3:4].[CH2:22]1[CH2:26][C@H:25]([OH:27])[C@@H:24]([NH2:28])[CH2:23]1.Cl. (2) The reactants are: [CH3:1][O:2][C:3](=[O:38])[CH:4]([NH:15][C:16](=[O:37])[C:17]1[CH:22]=[CH:21][C:20]([Cl:23])=[CH:19][C:18]=1[NH:24][S:25]([C:28]1[C:33]2=[N:34][S:35][N:36]=[C:32]2[CH:31]=[CH:30][CH:29]=1)(=[O:27])=[O:26])[C:5]([C:7]1[CH:12]=[CH:11][C:10]([Cl:13])=[C:9]([Cl:14])[CH:8]=1)=[O:6].C([BH-](C(CC)C)C(CC)C)(CC)C.[Li+].[OH-].[Na+].OO. Given the product [CH3:1][O:2][C:3](=[O:38])[CH:4]([NH:15][C:16](=[O:37])[C:17]1[CH:22]=[CH:21][C:20]([Cl:23])=[CH:19][C:18]=1[NH:24][S:25]([C:28]1[C:33]2=[N:34][S:35][N:36]=[C:32]2[CH:31]=[CH:30][CH:29]=1)(=[O:27])=[O:26])[CH:5]([C:7]1[CH:12]=[CH:11][C:10]([Cl:13])=[C:9]([Cl:14])[CH:8]=1)[OH:6], predict the reactants needed to synthesize it. (3) Given the product [ClH:1].[Cl:29][C:30]1[C:31](=[O:36])[N:32]([CH2:22][C@H:9]2[C@H:8]([C:5]3[CH:6]=[CH:7][C:2]([Cl:1])=[C:3]([F:28])[CH:4]=3)[O:14][CH2:13][CH2:12][NH:11][CH2:10]2)[CH:33]=[CH:34][CH:35]=1, predict the reactants needed to synthesize it. The reactants are: [Cl:1][C:2]1[CH:7]=[CH:6][C:5]([C@@H:8]2[O:14][CH2:13][CH2:12][N:11](C(OC(C)(C)C)=O)[CH2:10][C@H:9]2[CH2:22]OS(C)(=O)=O)=[CH:4][C:3]=1[F:28].[Cl:29][C:30]1[C:31](=[O:36])[NH:32][CH:33]=[CH:34][CH:35]=1. (4) Given the product [F:74][C:68]1[CH:69]=[C:70]([O:72][CH3:73])[CH:71]=[C:42]([F:41])[C:43]=1[CH2:44][N:45]1[C:50]2[N:51]=[CH:52][CH:53]=[CH:54][C:49]=2[S:48](=[O:56])(=[O:55])[N:47]([C:57]2[CH:62]=[C:61]([O:10][CH3:8])[N:16]=[C:59]([O:65][CH3:66])[CH:58]=2)[C:46]1=[O:67], predict the reactants needed to synthesize it. The reactants are: FC1C=[C:8]([O:10]C)C=C(F)C=1CN.C([N:16](CC)C(C)C)(C)C.C(N1C=CN=C1)(N1C=CN=C1)=O.C(N(CC)CC)C.[F:41][C:42]1[CH:71]=[C:70]([O:72][CH3:73])[CH:69]=[C:68]([F:74])[C:43]=1[CH2:44][N:45]1[C:50]2[N:51]=[CH:52][CH:53]=[CH:54][C:49]=2[S:48](=[O:56])(=[O:55])[N:47]([C:57]2[CH:62]=[CH:61]C(OC)=[C:59]([O:65][CH3:66])[CH:58]=2)[C:46]1=[O:67]. (5) Given the product [OH:15][C:10]1[C:11]([C:16]([OH:18])=[O:17])=[CH:12][CH:13]=[C:14]2[C:9]=1[N:8]=[CH:7][CH:6]=[C:5]2[CH3:4], predict the reactants needed to synthesize it. The reactants are: CO.[Na].[CH3:4][C:5]1[C:14]2[C:9](=[C:10]([OH:15])[CH:11]=[CH:12][CH:13]=2)[N:8]=[CH:7][CH:6]=1.[C:16](=[O:18])=[O:17]. (6) Given the product [S:1]1[C:5]2[CH:6]=[CH:7][CH:8]=[CH:9][C:4]=2[N:3]=[C:2]1[C:10]1[CH:15]=[CH:14][C:13]([N:16]2[C:17]3[CH:18]=[CH:19][CH:20]=[CH:21][C:22]=3[O:23][C:24]3[C:29]2=[CH:28][CH:27]=[CH:26][CH:25]=3)=[CH:12][C:11]=1[OH:30], predict the reactants needed to synthesize it. The reactants are: [S:1]1[C:5]2[CH:6]=[CH:7][CH:8]=[CH:9][C:4]=2[N:3]=[C:2]1[C:10]1[CH:15]=[CH:14][C:13]([N:16]2[C:29]3[CH:28]=[CH:27][CH:26]=[CH:25][C:24]=3[O:23][C:22]3[C:17]2=[CH:18][CH:19]=[CH:20][CH:21]=3)=[CH:12][C:11]=1[O:30]CC1C=CC=CC=1.C([O-])=O.[NH4+].